Dataset: Forward reaction prediction with 1.9M reactions from USPTO patents (1976-2016). Task: Predict the product of the given reaction. Given the reactants [CH3:1][O:2][C:3](=[O:15])[C:4]1[CH:9]=[CH:8][C:7](Br)=[C:6]([N+:11]([O-])=O)[C:5]=1[CH3:14].[C:16]1([NH:22][C:23](=O)[CH3:24])[CH:21]=[CH:20][CH:19]=[CH:18][CH:17]=1, predict the reaction product. The product is: [CH3:1][O:2][C:3]([C:4]1[CH:9]=[CH:8][C:7]2[N:22]([C:16]3[CH:21]=[CH:20][CH:19]=[CH:18][CH:17]=3)[C:23]([CH3:24])=[N:11][C:6]=2[C:5]=1[CH3:14])=[O:15].